From a dataset of Full USPTO retrosynthesis dataset with 1.9M reactions from patents (1976-2016). Predict the reactants needed to synthesize the given product. (1) Given the product [N:3]1[CH:4]=[C:5]2[C:9]([N:8]=[CH:7][NH:6]2)=[N:10][CH:2]=1, predict the reactants needed to synthesize it. The reactants are: Cl[C:2]1[N:10]=[C:9]2[C:5]([NH:6][CH:7]=[N:8]2)=[C:4](Cl)[N:3]=1.C(OCC)(=O)C.O1C=CCCC1.C(N1CCNCC1)C. (2) Given the product [Cl:1][C:2]1[CH:3]=[C:4]2[C:9](=[CH:10][C:11]=1[O:12][C:13]1[N:14]=[CH:15][C:16]([CH2:19][CH3:20])=[CH:17][N:18]=1)[O:8][CH:7]([C:21]([F:23])([F:24])[F:22])[C:6]([C:25]([OH:27])=[O:26])=[CH:5]2, predict the reactants needed to synthesize it. The reactants are: [Cl:1][C:2]1[CH:3]=[C:4]2[C:9](=[CH:10][C:11]=1[O:12][C:13]1[N:18]=[CH:17][C:16]([CH2:19][CH3:20])=[CH:15][N:14]=1)[O:8][CH:7]([C:21]([F:24])([F:23])[F:22])[C:6]([C:25]([O:27]CC)=[O:26])=[CH:5]2.O.[OH-].[Li+].C(O)C.